From a dataset of NCI-60 drug combinations with 297,098 pairs across 59 cell lines. Regression. Given two drug SMILES strings and cell line genomic features, predict the synergy score measuring deviation from expected non-interaction effect. (1) Drug 1: C1CC(=O)NC(=O)C1N2CC3=C(C2=O)C=CC=C3N. Drug 2: CC1=C(C=C(C=C1)NC(=O)C2=CC=C(C=C2)CN3CCN(CC3)C)NC4=NC=CC(=N4)C5=CN=CC=C5. Cell line: OVCAR-8. Synergy scores: CSS=3.65, Synergy_ZIP=1.74, Synergy_Bliss=1.92, Synergy_Loewe=2.14, Synergy_HSA=0.670. (2) Drug 1: C1=C(C(=O)NC(=O)N1)F. Drug 2: CN(CCCl)CCCl.Cl. Cell line: HCT-15. Synergy scores: CSS=45.1, Synergy_ZIP=-3.10, Synergy_Bliss=-4.57, Synergy_Loewe=-3.51, Synergy_HSA=-2.72. (3) Drug 1: C1C(C(OC1N2C=C(C(=O)NC2=O)F)CO)O. Drug 2: C1CCC(C(C1)N)N.C(=O)(C(=O)[O-])[O-].[Pt+4]. Cell line: HL-60(TB). Synergy scores: CSS=37.3, Synergy_ZIP=0.994, Synergy_Bliss=3.66, Synergy_Loewe=2.42, Synergy_HSA=3.95. (4) Drug 2: CC1=C(C=C(C=C1)NC(=O)C2=CC=C(C=C2)CN3CCN(CC3)C)NC4=NC=CC(=N4)C5=CN=CC=C5. Synergy scores: CSS=-9.65, Synergy_ZIP=5.41, Synergy_Bliss=1.18, Synergy_Loewe=-5.23, Synergy_HSA=-5.95. Drug 1: CC1=CC2C(CCC3(C2CCC3(C(=O)C)OC(=O)C)C)C4(C1=CC(=O)CC4)C. Cell line: CAKI-1.